Dataset: Reaction yield outcomes from USPTO patents with 853,638 reactions. Task: Predict the reaction yield, written as a fraction of the theoretical maximum amount of product (1.0 means a 100% yield; for example, 0.34 means a 34% yield). (1) The reactants are [Cl:1][C:2]1[CH:3]=[C:4]([S:8]([N:11]2[CH2:17][CH2:16][CH2:15][CH:14]([NH:18][C:19](=[O:26])[C@@H:20]([NH2:25])[CH2:21][CH:22]([CH3:24])[CH3:23])[CH:13]([OH:27])[CH2:12]2)(=[O:10])=[O:9])[CH:5]=[CH:6][CH:7]=1.[O:28]1[C:32]2[CH:33]=[CH:34][CH:35]=[CH:36][C:31]=2[CH:30]=[C:29]1[C:37](O)=[O:38].ON1C2C=CC=CC=2N=N1. The catalyst is C(Cl)Cl. The product is [Cl:1][C:2]1[CH:3]=[C:4]([S:8]([N:11]2[CH2:17][CH2:16][CH2:15][CH:14]([NH:18][C:19]([C@@H:20]([NH:25][C:37]([C:29]3[O:28][C:32]4[CH:33]=[CH:34][CH:35]=[CH:36][C:31]=4[CH:30]=3)=[O:38])[CH2:21][CH:22]([CH3:24])[CH3:23])=[O:26])[CH:13]([OH:27])[CH2:12]2)(=[O:9])=[O:10])[CH:5]=[CH:6][CH:7]=1. The yield is 0.650. (2) The reactants are Cl[S:2]([C:5]1[CH:6]=[C:7]([CH2:11][C:12]([O:14][CH3:15])=[O:13])[CH:8]=[CH:9][CH:10]=1)(=[O:4])=[O:3].[CH2:16]([NH2:18])[CH3:17]. The catalyst is C1COCC1.C(OCC)(=O)C. The product is [CH3:15][O:14][C:12](=[O:13])[CH2:11][C:7]1[CH:8]=[CH:9][CH:10]=[C:5]([S:2](=[O:4])(=[O:3])[NH:18][CH2:16][CH3:17])[CH:6]=1. The yield is 0.930. (3) The reactants are [Cl:1][C:2]1[C:7]([C:8]([F:11])([F:10])[F:9])=[CH:6][CH:5]=[C:4](Cl)[N:3]=1.[NH3:13]. No catalyst specified. The product is [Cl:1][C:2]1[N:3]=[C:4]([NH2:13])[CH:5]=[CH:6][C:7]=1[C:8]([F:11])([F:10])[F:9]. The yield is 0.460.